This data is from Reaction yield outcomes from USPTO patents with 853,638 reactions. The task is: Predict the reaction yield, written as a fraction of the theoretical maximum amount of product (1.0 means a 100% yield; for example, 0.34 means a 34% yield). (1) The reactants are Br[C:2]1[CH:7]=[CH:6][C:5](/[N:8]=N/N2CCCC2)=[CH:4][CH:3]=1.[Li]C(CC)C.[CH3:20][C:21]([CH3:23])=[O:22]. The catalyst is CCOCC. The product is [NH2:8][C:5]1[CH:4]=[CH:3][C:2]([C:21]([OH:22])([CH3:23])[CH3:20])=[CH:7][CH:6]=1. The yield is 0.559. (2) The reactants are [Br:1][C:2]1[CH:3]=[C:4]([CH:7]=[CH:8][C:9]=1[O:10][C:11]1[CH:16]=[CH:15][C:14]([CH:17]=[O:18])=[CH:13][N:12]=1)[C:5]#[N:6].C(=O)([O-])[O-:20].[K+].[K+].OO.O. The catalyst is CS(C)=O. The product is [Br:1][C:2]1[CH:3]=[C:4]([CH:7]=[CH:8][C:9]=1[O:10][C:11]1[CH:16]=[CH:15][C:14]([CH:17]=[O:18])=[CH:13][N:12]=1)[C:5]([NH2:6])=[O:20]. The yield is 0.820. (3) The reactants are [CH3:1][N:2]([CH3:39])[C@@H:3]1[CH2:7][CH2:6][N:5]([C:8]2[N:13]3[CH:14]=[C:15]([CH2:17][N:18]([C@H:29]([C:31]4C=CC(OC)=C[CH:32]=4)C)[C@@H:19]4[C:28]5[N:27]=[CH:26][CH:25]=[CH:24][C:23]=5[CH2:22][CH2:21][CH2:20]4)[N:16]=[C:12]3[CH:11]=[CH:10][CH:9]=2)[CH2:4]1.C(=O)CC. No catalyst specified. The product is [CH3:1][N:2]([CH3:39])[C@@H:3]1[CH2:7][CH2:6][N:5]([C:8]2[N:13]3[CH:14]=[C:15]([CH2:17][N:18]([CH2:29][CH2:31][CH3:32])[C@@H:19]4[C:28]5[N:27]=[CH:26][CH:25]=[CH:24][C:23]=5[CH2:22][CH2:21][CH2:20]4)[N:16]=[C:12]3[CH:11]=[CH:10][CH:9]=2)[CH2:4]1. The yield is 0.650. (4) The reactants are [CH3:1][C:2]1[C:6]([CH2:7][N:8]2[CH:12]=[C:11]([N:13]3[C:17](=[O:18])[CH2:16][NH:15][C:14]3=[O:19])[CH:10]=[N:9]2)=[C:5]([CH3:20])[O:4][N:3]=1.[F:21][C:22]1[CH:30]=[CH:29][CH:28]=[CH:27][C:23]=1[CH2:24][CH2:25]Br. No catalyst specified. The product is [CH3:1][C:2]1[C:6]([CH2:7][N:8]2[CH:12]=[C:11]([N:13]3[C:17](=[O:18])[CH2:16][N:15]([CH2:25][CH2:24][C:23]4[CH:27]=[CH:28][CH:29]=[CH:30][C:22]=4[F:21])[C:14]3=[O:19])[CH:10]=[N:9]2)=[C:5]([CH3:20])[O:4][N:3]=1. The yield is 0.240. (5) The reactants are [CH3:1][C:2]1[O:6][N:5]=[C:4]([C:7]2[CH:12]=[CH:11][CH:10]=[CH:9][CH:8]=2)[C:3]=1[CH2:13][OH:14].[H-].[Na+].Cl[C:18]1[CH:19]=[CH:20][C:21]2[N:22]([CH:24]=[N:25][N:26]=2)[N:23]=1. The catalyst is CN(C=O)C. The product is [CH3:1][C:2]1[O:6][N:5]=[C:4]([C:7]2[CH:12]=[CH:11][CH:10]=[CH:9][CH:8]=2)[C:3]=1[CH2:13][O:14][C:18]1[CH:19]=[CH:20][C:21]2[N:22]([CH:24]=[N:25][N:26]=2)[N:23]=1. The yield is 0.510. (6) The reactants are Cl[C:2]1[CH:11]=[C:10]2[C:5]([CH:6]=[C:7]([C:13]3[CH:14]=[N:15][CH:16]=[C:17]([F:20])[C:18]=3[CH3:19])[N+:8]([O-:12])=[CH:9]2)=[CH:4][N:3]=1.[C:21](=[O:28])([O:23][C:24]([CH3:27])([CH3:26])[CH3:25])[NH2:22].C1(P(C2CCCCC2)C2C(OC)=CC=C(OC)C=2C2C(C(C)C)=CC(C(C)C)=CC=2C(C)C)CCCCC1.C(=O)([O-])[O-].[Cs+].[Cs+]. The catalyst is O1CCOCC1.ClCCl.CO. The product is [C:24]([O:23][C:21]([NH:22][C:2]1[CH:11]=[C:10]2[C:5]([CH:6]=[C:7]([C:13]3[CH:14]=[N:15][CH:16]=[C:17]([F:20])[C:18]=3[CH3:19])[N+:8]([O-:12])=[CH:9]2)=[CH:4][N:3]=1)=[O:28])([CH3:27])([CH3:26])[CH3:25]. The yield is 0.380.